Dataset: Reaction yield outcomes from USPTO patents with 853,638 reactions. Task: Predict the reaction yield, written as a fraction of the theoretical maximum amount of product (1.0 means a 100% yield; for example, 0.34 means a 34% yield). The yield is 0.505. The catalyst is ClCCl. The reactants are [Cl:1][C:2]1[C:7]([N:8]2[CH2:13][CH2:12][N:11]([CH2:14][CH:15]([F:17])[F:16])[CH2:10][CH2:9]2)=[CH:6][C:5]([C:18]#[N:19])=[CH:4][C:3]=1[NH:20][C:21]1[N:26]=[C:25]([N:27]([CH:37]2[CH2:39][CH2:38]2)CC2C=CC(OC)=CC=2)[C:24]2=[N:40][CH:41]=[C:42]([C:43]#[N:44])[N:23]2[N:22]=1.C1(OC)C=CC=CC=1.FC(F)(F)C(O)=O. The product is [Cl:1][C:2]1[C:7]([N:8]2[CH2:13][CH2:12][N:11]([CH2:14][CH:15]([F:17])[F:16])[CH2:10][CH2:9]2)=[CH:6][C:5]([C:18]#[N:19])=[CH:4][C:3]=1[NH:20][C:21]1[N:26]=[C:25]([NH:27][CH:37]2[CH2:38][CH2:39]2)[C:24]2=[N:40][CH:41]=[C:42]([C:43]#[N:44])[N:23]2[N:22]=1.